The task is: Predict the reaction yield, written as a fraction of the theoretical maximum amount of product (1.0 means a 100% yield; for example, 0.34 means a 34% yield).. This data is from Reaction yield outcomes from USPTO patents with 853,638 reactions. (1) The reactants are [Br:1][C:2]1[CH:25]=[CH:24][C:5]([O:6][CH2:7][CH:8]2[CH2:13][CH2:12][N:11]([C:14]([C:16]3([C:20]([F:23])([F:22])[F:21])[CH2:19][CH2:18][CH2:17]3)=O)[CH2:10][CH2:9]2)=[CH:4][C:3]=1[F:26].S(C)C.O. The catalyst is C1COCC1. The product is [Br:1][C:2]1[CH:25]=[CH:24][C:5]([O:6][CH2:7][CH:8]2[CH2:13][CH2:12][N:11]([CH2:14][C:16]3([C:20]([F:23])([F:21])[F:22])[CH2:17][CH2:18][CH2:19]3)[CH2:10][CH2:9]2)=[CH:4][C:3]=1[F:26]. The yield is 0.670. (2) The reactants are [CH:1]1[C:10]2[C:5](=[CH:6][CH:7]=[CH:8][CH:9]=2)[CH:4]=[CH:3][C:2]=1[N:11]1[CH2:15][CH2:14][NH:13][C:12]1=[O:16].Br[C:18]1[CH:19]=[N:20][CH:21]=[C:22]([Cl:24])[CH:23]=1.N[C@@H]1CCCC[C@H]1N.C(=O)([O-])[O-].[K+].[K+]. The catalyst is [Cu](I)I.O1CCOCC1. The product is [Cl:24][C:22]1[CH:23]=[C:18]([N:13]2[CH2:14][CH2:15][N:11]([C:2]3[CH:3]=[CH:4][C:5]4[C:10](=[CH:9][CH:8]=[CH:7][CH:6]=4)[CH:1]=3)[C:12]2=[O:16])[CH:19]=[N:20][CH:21]=1. The yield is 0.214.